Predict the product of the given reaction. From a dataset of Forward reaction prediction with 1.9M reactions from USPTO patents (1976-2016). (1) Given the reactants [CH2:1]([O:4][C:5]1[CH:16]=[CH:15][C:8]([C:9]([O:11]CC#C)=[O:10])=[CH:7][C:6]=1[F:17])[C:2]#[CH:3].[OH-].[Na+].Cl, predict the reaction product. The product is: [CH2:1]([O:4][C:5]1[CH:16]=[CH:15][C:8]([C:9]([OH:11])=[O:10])=[CH:7][C:6]=1[F:17])[C:2]#[CH:3]. (2) The product is: [CH3:1][O:2][C:3](=[O:41])[CH2:4][CH2:5][NH:6][C:7]([C:9]1[S:10][C:11]([C:14]([CH2:18][O:19][C:20]2[CH:25]=[C:24]([CH3:26])[C:23]([C:27]3[CH:28]=[CH:29][C:30]([C:33]([F:36])([F:34])[F:35])=[CH:31][CH:32]=3)=[C:22]([CH3:37])[CH:21]=2)([CH2:15][CH2:16][CH3:17])[CH2:38][CH2:39][CH3:40])=[CH:12][CH:13]=1)=[O:8]. Given the reactants [CH3:1][O:2][C:3](=[O:41])[CH2:4][CH2:5][NH:6][C:7]([C:9]1[S:10][C:11]([C:14]([CH2:38][CH:39]=[CH2:40])([CH2:18][O:19][C:20]2[CH:25]=[C:24]([CH3:26])[C:23]([C:27]3[CH:32]=[CH:31][C:30]([C:33]([F:36])([F:35])[F:34])=[CH:29][CH:28]=3)=[C:22]([CH3:37])[CH:21]=2)[CH2:15][CH:16]=[CH2:17])=[CH:12][CH:13]=1)=[O:8], predict the reaction product. (3) Given the reactants O.C[N+]([O-])(C)[C@H:4](C(O)=O)[CH2:5][C:6]1[CH:11]=[CH:10][C:9]([OH:12])=[CH:8][CH:7]=1.C([O-])(=O)C.[K+].CCCCCCOC(C(C#N)=C)=O, predict the reaction product. The product is: [OH:12][C:9]1[CH:10]=[CH:11][C:6]([CH:5]=[CH2:4])=[CH:7][CH:8]=1. (4) Given the reactants C[O:2][C:3](=[O:43])[C:4]1[CH:9]=[CH:8][C:7]([CH2:10][CH:11]([C:25](=[O:42])[N:26]([C:33]2[O:41][C:37]3=[CH:38][CH:39]=[CH:40][C:36]3=[CH:35][CH:34]=2)[C:27]2[CH:32]=[CH:31][CH:30]=[CH:29][CH:28]=2)[CH2:12][C:13]2[CH:18]=[CH:17][C:16]([C:19]3[CH2:24][CH2:23][CH2:22][CH2:21][CH:20]=3)=[CH:15][CH:14]=2)=[CH:6][CH:5]=1.[OH-].[Li+], predict the reaction product. The product is: [O:41]1[C:37]2=[CH:38][CH:39]=[CH:40][C:36]2=[CH:35][CH:34]=[C:33]1[N:26]([C:27]1[CH:32]=[CH:31][CH:30]=[CH:29][CH:28]=1)[C:25]([CH:11]([CH2:12][C:13]1[CH:14]=[CH:15][C:16]([C:19]2[CH2:24][CH2:23][CH2:22][CH2:21][CH:20]=2)=[CH:17][CH:18]=1)[CH2:10][C:7]1[CH:8]=[CH:9][C:4]([C:3]([OH:43])=[O:2])=[CH:5][CH:6]=1)=[O:42]. (5) The product is: [F:46][C:47]([F:52])([F:51])[C:48]([OH:50])=[O:49].[CH3:72][NH:71][C:69]([C:67]1[N:66]=[N:65][N:64]([CH2:63][CH2:62][CH2:61][CH2:60][C:57]2[N:58]=[N:59][C:54]([NH:53][C:17](=[O:19])[CH2:16][N:13]3[CH2:12][CH2:11][N:10]([C:6]4[CH:7]=[CH:8][CH:9]=[C:4]([O:3][C:2]([F:1])([F:21])[F:20])[CH:5]=4)[CH2:15][CH2:14]3)=[CH:55][CH:56]=2)[CH:68]=1)=[O:70]. Given the reactants [F:1][C:2]([F:21])([F:20])[O:3][C:4]1[CH:5]=[C:6]([N:10]2[CH2:15][CH2:14][N:13]([CH2:16][C:17]([OH:19])=O)[CH2:12][CH2:11]2)[CH:7]=[CH:8][CH:9]=1.CN(C(ON1N=NC2C=CC=NC1=2)=[N+](C)C)C.F[P-](F)(F)(F)(F)F.[F:46][C:47]([F:52])([F:51])[C:48]([OH:50])=[O:49].[NH2:53][C:54]1[N:59]=[N:58][C:57]([CH2:60][CH2:61][CH2:62][CH2:63][N:64]2[CH:68]=[C:67]([C:69]([NH:71][CH3:72])=[O:70])[N:66]=[N:65]2)=[CH:56][CH:55]=1.CCN(C(C)C)C(C)C, predict the reaction product.